This data is from Full USPTO retrosynthesis dataset with 1.9M reactions from patents (1976-2016). The task is: Predict the reactants needed to synthesize the given product. (1) Given the product [CH:1]([CH:4]1[C:8](=[O:9])[C:7]([CH3:10])([CH3:11])[CH2:6][CH2:5][CH2:12]1)([CH3:2])[CH3:3], predict the reactants needed to synthesize it. The reactants are: [CH:1]([CH:4]1[C:8](=[O:9])[C:7]([CH3:11])([CH3:10])[CH2:6][CH2:5]1)([CH3:3])[CH3:2].[CH3:12]C1(C)CCCCC1=O.C([N-]C(C)C)(C)C.[Li+].CN1C(=O)N(C)CCC1.IC(C)C. (2) Given the product [CH2:7]([N:14]1[CH2:19][CH2:18][C:17]([CH2:20][CH2:21][OH:22])([CH2:26][CH2:27][OH:28])[CH2:16][CH2:15]1)[C:8]1[CH:9]=[CH:10][CH:11]=[CH:12][CH:13]=1, predict the reactants needed to synthesize it. The reactants are: [H-].[Al+3].[Li+].[H-].[H-].[H-].[CH2:7]([N:14]1[CH2:19][CH2:18][C:17]([CH2:26][C:27](OCC)=[O:28])([CH2:20][C:21](OCC)=[O:22])[CH2:16][CH2:15]1)[C:8]1[CH:13]=[CH:12][CH:11]=[CH:10][CH:9]=1. (3) Given the product [CH2:22]1[C:31]2[C:26](=[CH:27][CH:28]=[CH:29][CH:30]=2)[CH2:25][CH2:24][N:23]1[CH2:3][C@@H:2]([OH:1])[CH2:4][O:5][C:6]1[CH:11]=[CH:10][CH:9]=[C:8]([C:12]2[CH:13]=[CH:14][CH:15]=[C:16]3[C:21]=2[N:20]=[CH:19][CH:18]=[CH:17]3)[CH:7]=1, predict the reactants needed to synthesize it. The reactants are: [O:1]1[CH2:3][C@@H:2]1[CH2:4][O:5][C:6]1[CH:7]=[C:8]([C:12]2[CH:13]=[CH:14][CH:15]=[C:16]3[C:21]=2[N:20]=[CH:19][CH:18]=[CH:17]3)[CH:9]=[CH:10][CH:11]=1.[CH2:22]1[C:31]2[C:26](=[CH:27][CH:28]=[CH:29][CH:30]=2)[CH2:25][CH2:24][NH:23]1. (4) Given the product [CH3:17][N:16]([CH3:18])[C:14]([C:11]1([N:19]2[CH2:23][CH2:22][CH2:21][C:20]2=[O:24])[CH2:12][CH2:13][NH:8][CH2:9][CH2:10]1)=[O:15], predict the reactants needed to synthesize it. The reactants are: C([N:8]1[CH2:13][CH2:12][C:11]([N:19]2[CH2:23][CH2:22][CH2:21][C:20]2=[O:24])([C:14]([N:16]([CH3:18])[CH3:17])=[O:15])[CH2:10][CH2:9]1)C1C=CC=CC=1. (5) Given the product [CH3:20][O:21][C:22]1[CH:23]=[C:24]([C:15]2[C:16]([NH:31][C:13](=[O:19])[CH:14]=2)=[O:18])[CH:25]=[CH:26][CH:27]=1, predict the reactants needed to synthesize it. The reactants are: C1(C)C=CC=CC=1.CS(O)(=O)=O.[C:13]1(=[O:19])[O:18][C:16](=O)[CH:15]=[CH:14]1.[CH3:20][O:21][C:22]1[CH:27]=[CH:26][CH:25]=[C:24](N)[CH:23]=1.C([N:31](CC)CC)C. (6) Given the product [N:24]1[CH:25]=[CH:26][CH:27]=[CH:28][C:23]=1[N:1]1[C:9]2[CH2:8][CH2:7][N:6]([C:10]([O:12][C:13]([CH3:14])([CH3:15])[CH3:16])=[O:11])[CH:5]([C:17]([O:19][CH2:20][CH3:21])=[O:18])[C:4]=2[N:3]=[CH:2]1, predict the reactants needed to synthesize it. The reactants are: [NH:1]1[C:9]2[CH2:8][CH2:7][N:6]([C:10]([O:12][C:13]([CH3:16])([CH3:15])[CH3:14])=[O:11])[CH:5]([C:17]([O:19][CH2:20][CH3:21])=[O:18])[C:4]=2[N:3]=[CH:2]1.Br[C:23]1[CH:28]=[CH:27][CH:26]=[CH:25][N:24]=1.OC1C=CC=C2C=1N=CC=C2.